From a dataset of Forward reaction prediction with 1.9M reactions from USPTO patents (1976-2016). Predict the product of the given reaction. (1) Given the reactants [CH3:1][N:2]1[CH:6]([C:7]([O:9]C)=[O:8])[CH2:5][N:4]([CH:11]2[CH2:16][CH2:15][N:14]([C:17]([O:19][C:20]([CH3:23])([CH3:22])[CH3:21])=[O:18])[CH2:13][CH2:12]2)[C:3]1=[O:24].[OH-].[Li+].Cl, predict the reaction product. The product is: [CH3:23][C:20]([O:19][C:17]([N:14]1[CH2:13][CH2:12][CH:11]([N:4]2[CH2:5][CH:6]([C:7]([OH:9])=[O:8])[N:2]([CH3:1])[C:3]2=[O:24])[CH2:16][CH2:15]1)=[O:18])([CH3:21])[CH3:22]. (2) Given the reactants O=[C:2]1[N:7]=[C:6]([CH:8]=[N:9]O)[CH:5]=[CH:4][NH:3]1.C(N(CC)C1C=CC=CC=1)C.P(Cl)(Cl)([Cl:24])=O, predict the reaction product. The product is: [Cl:24][C:2]1[N:7]=[C:6]([C:8]#[N:9])[CH:5]=[CH:4][N:3]=1.